This data is from Catalyst prediction with 721,799 reactions and 888 catalyst types from USPTO. The task is: Predict which catalyst facilitates the given reaction. (1) The catalyst class is: 1. Reactant: [F:1][C:2]1[CH:7]=[CH:6][C:5]([N:8]2[C:16]3[C:11](=[CH:12][C:13]([O:17][CH:18]([C:22]4[CH:27]=[CH:26][C:25]([S:28][CH3:29])=[CH:24][CH:23]=4)[CH:19]([NH2:21])[CH3:20])=[CH:14][CH:15]=3)[CH:10]=[N:9]2)=[CH:4][CH:3]=1.C(N(C(C)C)C(C)C)C.[CH:39]1([S:42](Cl)(=[O:44])=[O:43])[CH2:41][CH2:40]1. Product: [F:1][C:2]1[CH:7]=[CH:6][C:5]([N:8]2[C:16]3[C:11](=[CH:12][C:13]([O:17][CH:18]([C:22]4[CH:23]=[CH:24][C:25]([S:28][CH3:29])=[CH:26][CH:27]=4)[CH:19]([NH:21][S:42]([CH:39]4[CH2:41][CH2:40]4)(=[O:44])=[O:43])[CH3:20])=[CH:14][CH:15]=3)[CH:10]=[N:9]2)=[CH:4][CH:3]=1. (2) Product: [F:46][C:4]([F:3])([F:45])[C:5]1[CH:6]=[CH:7][C:8]([CH2:11][CH2:12][C:13]2[CH:44]=[CH:43][C:16]([CH2:17][O:18][C:19]3[CH:24]=[CH:23][CH:22]=[CH:21][C:20]=3[CH2:25][CH2:26][NH:27][CH:28]3[CH2:37][CH2:36][CH2:35][C:34]4[N:33]=[C:32]([C:38]([O:40][CH2:41][CH3:42])=[O:39])[CH:31]=[CH:30][C:29]3=4)=[CH:15][CH:14]=2)=[CH:9][CH:10]=1. Reactant: Cl.Cl.[F:3][C:4]([F:46])([F:45])[C:5]1[CH:10]=[CH:9][C:8]([CH2:11][CH2:12][C:13]2[CH:44]=[CH:43][C:16]([CH2:17][O:18][C:19]3[CH:24]=[CH:23][CH:22]=[CH:21][C:20]=3[CH2:25][CH2:26][NH:27][CH:28]3[CH2:37][CH2:36][CH2:35][C:34]4[N:33]=[C:32]([C:38]([O:40][CH2:41][CH3:42])=[O:39])[CH:31]=[CH:30][C:29]3=4)=[CH:15][CH:14]=2)=[CH:7][CH:6]=1.C(N(CC)CC)C.C(OCC)(=O)C.O. The catalyst class is: 1. (3) Reactant: [Br:1][C:2]1[C:3]2[C:4]([S:19][C:20]3[CH:25]=[CH:24][C:23]([Cl:26])=[CH:22][CH:21]=3)=[C:5]3[CH:14]([CH2:15][C:16]([OH:18])=[O:17])[CH2:13][CH2:12][N:6]3[C:7]=2[CH:8]=[C:9](I)[CH:10]=1.[CH3:27]COC(C)=O. Product: [Br:1][C:2]1[C:3]2[C:4]([S:19][C:20]3[CH:25]=[CH:24][C:23]([Cl:26])=[CH:22][CH:21]=3)=[C:5]3[CH:14]([CH2:15][C:16]([O:18][CH3:27])=[O:17])[CH2:13][CH2:12][N:6]3[C:7]=2[CH:8]=[CH:9][CH:10]=1. The catalyst class is: 19. (4) Reactant: Br[C:2]1[CH:11]=[C:10]2[C:5]([C:6]([CH3:15])([CH3:14])[CH2:7][CH2:8][C:9]2([CH3:13])[CH3:12])=[C:4]([O:16][CH2:17][O:18][CH2:19][CH3:20])[CH:3]=1.C([Li])CCC.[B:26](OC(C)C)([O:31]C(C)C)[O:27]C(C)C.[Cl-].[NH4+]. Product: [CH2:19]([O:18][CH2:17][O:16][C:4]1[C:5]2[C:6]([CH3:15])([CH3:14])[CH2:7][CH2:8][C:9]([CH3:13])([CH3:12])[C:10]=2[CH:11]=[C:2]([B:26]([OH:31])[OH:27])[CH:3]=1)[CH3:20]. The catalyst class is: 1.